Dataset: Catalyst prediction with 721,799 reactions and 888 catalyst types from USPTO. Task: Predict which catalyst facilitates the given reaction. (1) Reactant: [N:1]12[CH2:8][CH2:7][C:4]([C:9]([C:21]3[CH:30]=[CH:29][C:28]4[C:23](=[CH:24][CH:25]=[CH:26][CH:27]=4)[CH:22]=3)([C:11]3[CH:20]=[CH:19][C:18]4[C:13](=[CH:14][CH:15]=[CH:16][CH:17]=4)[CH:12]=3)[OH:10])([CH2:5][CH2:6]1)[CH2:3][CH2:2]2.[C:31]1([CH2:37][O:38][CH2:39][CH2:40][Br:41])[CH:36]=[CH:35][CH:34]=[CH:33][CH:32]=1. Product: [Br-:41].[OH:10][C:9]([C:21]1[CH:30]=[CH:29][C:28]2[C:23](=[CH:24][CH:25]=[CH:26][CH:27]=2)[CH:22]=1)([C:11]1[CH:20]=[CH:19][C:18]2[C:13](=[CH:14][CH:15]=[CH:16][CH:17]=2)[CH:12]=1)[C:4]12[CH2:3][CH2:2][N+:1]([CH2:40][CH2:39][O:38][CH2:37][C:31]3[CH:36]=[CH:35][CH:34]=[CH:33][CH:32]=3)([CH2:6][CH2:5]1)[CH2:8][CH2:7]2. The catalyst class is: 23. (2) Reactant: C([O:8][C:9]1[CH:10]=[C:11]2[C:16](=[CH:17][CH:18]=1)[CH:15]([C:19]1[CH:24]=[CH:23][C:22]([O:25][CH2:26][CH2:27][N:28]3[CH2:32][CH2:31][CH2:30][CH2:29]3)=[CH:21][CH:20]=1)[N:14]([S:33]([C:36]1[C:45]3[C:40](=[CH:41][CH:42]=[CH:43][CH:44]=3)[CH:39]=[CH:38][CH:37]=1)(=[O:35])=[O:34])[CH2:13][CH2:12]2)C1C=CC=CC=1.C([O-])=O.[NH4+]. Product: [C:36]1([S:33]([N:14]2[CH2:13][CH2:12][C:11]3[C:16](=[CH:17][CH:18]=[C:9]([OH:8])[CH:10]=3)[CH:15]2[C:19]2[CH:24]=[CH:23][C:22]([O:25][CH2:26][CH2:27][N:28]3[CH2:32][CH2:31][CH2:30][CH2:29]3)=[CH:21][CH:20]=2)(=[O:34])=[O:35])[C:45]2[C:40](=[CH:41][CH:42]=[CH:43][CH:44]=2)[CH:39]=[CH:38][CH:37]=1. The catalyst class is: 105. (3) Reactant: [CH2:1]([C:3]1[N:4]=[C:5]([CH3:10])[NH:6][C:7]=1[CH:8]=[O:9])[CH3:2].P([O-])(O)(O)=[O:12].[Na+].CC(=CC)C.Cl([O-])=O.[Na+]. Product: [CH2:1]([C:3]1[N:4]=[C:5]([CH3:10])[NH:6][C:7]=1[C:8]([OH:12])=[O:9])[CH3:2]. The catalyst class is: 878. (4) Reactant: I[C:2]1[CH:7]=[CH:6][CH:5]=[CH:4][CH:3]=1.[C:8]([O:12][CH2:13][CH2:14][CH2:15][CH3:16])(=[O:11])[CH:9]=[CH2:10].C(=O)=O. Product: [C:8]([O:12][CH2:13][CH2:14][CH2:15][CH3:16])(=[O:11])/[CH:9]=[CH:10]/[C:2]1[CH:7]=[CH:6][CH:5]=[CH:4][CH:3]=1. The catalyst class is: 167. (5) Reactant: [C-]#N.[K+].[Br:4][C:5]1[C:6]([N:12]([CH2:21][C:22]([CH3:25])([CH3:24])[CH3:23])[NH:13][C:14]([O:16][C:17]([CH3:20])([CH3:19])[CH3:18])=[O:15])=[N:7][C:8](Cl)=[N:9][CH:10]=1.C1N2CC[N:28](CC2)[CH2:27]1.O. Product: [Br:4][C:5]1[C:6]([N:12]([CH2:21][C:22]([CH3:25])([CH3:24])[CH3:23])[NH:13][C:14]([O:16][C:17]([CH3:20])([CH3:19])[CH3:18])=[O:15])=[N:7][C:8]([C:27]#[N:28])=[N:9][CH:10]=1. The catalyst class is: 58.